From a dataset of CYP2C9 inhibition data for predicting drug metabolism from PubChem BioAssay. Regression/Classification. Given a drug SMILES string, predict its absorption, distribution, metabolism, or excretion properties. Task type varies by dataset: regression for continuous measurements (e.g., permeability, clearance, half-life) or binary classification for categorical outcomes (e.g., BBB penetration, CYP inhibition). Dataset: cyp2c9_veith. (1) The drug is Cc1cccc(CNc2cc(-c3ccoc3)ncn2)c1. The result is 0 (non-inhibitor). (2) The drug is O=C(c1ccco1)N(CCC(c1ccccc1)c1ccco1)Cc1ccco1. The result is 1 (inhibitor). (3) The drug is COc1ccc2[nH]cc(CCNc3ccnc(-c4ccc5c(c4)OCO5)n3)c2c1. The result is 0 (non-inhibitor). (4) The drug is COC(=O)c1[nH]c2cc(OC)ccc2c1NC(=O)c1ccc2c(c1)OCO2. The result is 1 (inhibitor). (5) The compound is O=C(O)C1CCCN1C(=O)OCc1ccccc1. The result is 0 (non-inhibitor).